Dataset: Catalyst prediction with 721,799 reactions and 888 catalyst types from USPTO. Task: Predict which catalyst facilitates the given reaction. Reactant: [F:1][C:2]1[CH:7]=[CH:6][C:5]([NH:8][C:9]2[C:18]3[C:13](=[CH:14][C:15]([O:20][CH3:21])=[C:16]([OH:19])[CH:17]=3)[N:12]=[CH:11][N:10]=2)=[CH:4][CH:3]=1.C([O-])([O-])=O.[K+].[K+].Br[CH2:29][CH2:30][CH2:31][Cl:32].O. Product: [F:1][C:2]1[CH:3]=[CH:4][C:5]([NH:8][C:9]2[C:18]3[C:13](=[CH:14][C:15]([O:20][CH3:21])=[C:16]([O:19][CH2:29][CH2:30][CH2:31][Cl:32])[CH:17]=3)[N:12]=[CH:11][N:10]=2)=[CH:6][CH:7]=1. The catalyst class is: 3.